Dataset: Full USPTO retrosynthesis dataset with 1.9M reactions from patents (1976-2016). Task: Predict the reactants needed to synthesize the given product. (1) The reactants are: [C:1]([O:5][C:6](=[O:22])[N:7]([CH:11]1[CH2:20][C:19]2[C:14](=[CH:15][C:16]([OH:21])=[CH:17][CH:18]=2)[O:13][CH2:12]1)[CH2:8][CH2:9][CH3:10])([CH3:4])([CH3:3])[CH3:2].C(N(CC)CC)C.[F:30][C:31]([F:44])([F:43])[S:32](O[S:32]([C:31]([F:44])([F:43])[F:30])(=[O:34])=[O:33])(=[O:34])=[O:33]. Given the product [C:1]([O:5][C:6]([N:7]([CH2:8][CH2:9][CH3:10])[CH:11]1[CH2:20][C:19]2[C:14](=[CH:15][C:16]([O:21][S:32]([C:31]([F:44])([F:43])[F:30])(=[O:34])=[O:33])=[CH:17][CH:18]=2)[O:13][CH2:12]1)=[O:22])([CH3:2])([CH3:3])[CH3:4], predict the reactants needed to synthesize it. (2) Given the product [Cl:1][C:2]1[N:7]=[CH:6][C:5]([C:8](=[N:11][OH:12])[CH3:9])=[CH:4][CH:3]=1, predict the reactants needed to synthesize it. The reactants are: [Cl:1][C:2]1[N:7]=[CH:6][C:5]([C:8](=O)[CH3:9])=[CH:4][CH:3]=1.[NH2:11][OH:12].O. (3) Given the product [F:1][C:2]([F:33])([F:32])[C:3]1[CH:4]=[C:5]([C@H:13]2[O:17][C:16](=[O:18])[N:15]([CH2:19][C:20]3[CH:25]=[C:24]([C:26]([F:29])([F:28])[F:27])[CH:23]=[CH:22][C:21]=3[C:34]#[N:35])[C@H:14]2[CH3:31])[CH:6]=[C:7]([C:9]([F:12])([F:11])[F:10])[CH:8]=1, predict the reactants needed to synthesize it. The reactants are: [F:1][C:2]([F:33])([F:32])[C:3]1[CH:4]=[C:5]([C@H:13]2[O:17][C:16](=[O:18])[N:15]([CH2:19][C:20]3[CH:25]=[C:24]([C:26]([F:29])([F:28])[F:27])[CH:23]=[CH:22][C:21]=3I)[C@H:14]2[CH3:31])[CH:6]=[C:7]([C:9]([F:12])([F:11])[F:10])[CH:8]=1.[C:34]([Cu])#[N:35]. (4) Given the product [C:24]([O:23][C@@:9]1([C:14]#[C:15][C:16]2[CH:17]=[C:18]([CH3:22])[CH:19]=[CH:20][CH:21]=2)[CH2:10][CH2:11][CH2:12][C@@H:13]2[C@H:8]1[CH2:7][CH2:6][N:5]2[C:3]([O:2][CH3:1])=[O:4])(=[O:31])[C:25]1[CH:30]=[CH:29][CH:28]=[N:27][CH:26]=1, predict the reactants needed to synthesize it. The reactants are: [CH3:1][O:2][C:3]([N:5]1[C@@H:13]2[C@@H:8]([C@@:9]([OH:23])([C:14]#[C:15][C:16]3[CH:17]=[C:18]([CH3:22])[CH:19]=[CH:20][CH:21]=3)[CH2:10][CH2:11][CH2:12]2)[CH2:7][CH2:6]1)=[O:4].[C:24](O)(=[O:31])[C:25]1[CH:30]=[CH:29][CH:28]=[N:27][CH:26]=1. (5) Given the product [F:39][C:26]1[C:25]([NH:24][C:2]2[C:7]([C:8]3[N:16]=[CH:15][N:14]=[C:13]4[C:9]=3[N:10]=[C:11]([CH3:23])[NH:12]4)=[CH:6][CH:5]=[CH:4][N:3]=2)=[C:30]([F:31])[CH:29]=[CH:28][C:27]=1[NH:32][S:33]([CH2:36][CH2:37][CH3:38])(=[O:35])=[O:34], predict the reactants needed to synthesize it. The reactants are: F[C:2]1[C:7]([C:8]2[N:16]=[CH:15][N:14]=[C:13]3[C:9]=2[N:10]=[C:11]([CH3:23])[N:12]3C2CCCCO2)=[CH:6][CH:5]=[CH:4][N:3]=1.[NH2:24][C:25]1[C:26]([F:39])=[C:27]([NH:32][S:33]([CH2:36][CH2:37][CH3:38])(=[O:35])=[O:34])[CH:28]=[CH:29][C:30]=1[F:31].